This data is from Full USPTO retrosynthesis dataset with 1.9M reactions from patents (1976-2016). The task is: Predict the reactants needed to synthesize the given product. (1) Given the product [F:8][C:6]1[CH:7]=[C:2]([C:16]2[CH:15]=[CH:14][CH:13]=[C:12]([OH:11])[CH:17]=2)[CH:3]=[C:4]([F:10])[C:5]=1[F:9], predict the reactants needed to synthesize it. The reactants are: Br[C:2]1[CH:3]=[C:4]([F:10])[C:5]([F:9])=[C:6]([F:8])[CH:7]=1.[OH:11][C:12]1[CH:13]=[C:14](B(O)O)[CH:15]=[CH:16][CH:17]=1.C([O-])([O-])=O.[Na+].[Na+]. (2) Given the product [CH2:52]([S:54][C:56]1[CH:61]=[CH:60][C:59]([O:62][C:63]([F:66])([F:64])[F:65])=[CH:58][C:57]=1[N+:67]([O-:69])=[O:68])[CH3:53], predict the reactants needed to synthesize it. The reactants are: C1(P(C2C=CC=CC=2)C2C=CC=C3C=2OC2C(P(C4C=CC=CC=4)C4C=CC=CC=4)=CC=CC=2C3(C)C)C=CC=CC=1.CCN(C(C)C)C(C)C.[CH2:52]([SH:54])[CH3:53].I[C:56]1[CH:61]=[CH:60][C:59]([O:62][C:63]([F:66])([F:65])[F:64])=[CH:58][C:57]=1[N+:67]([O-:69])=[O:68]. (3) Given the product [I:10][C:7]1[CH:8]=[CH:9][C:4]([C:3]([N:26]2[CH2:27][CH2:28][CH2:33][CH2:34][CH2:35]2)=[O:25])=[C:5]([NH:11][S:12]([C:15]2[C:16]3[N:17]=[CH:18][CH:19]=[N:20][C:21]=3[CH:22]=[CH:23][CH:24]=2)(=[O:14])=[O:13])[CH:6]=1, predict the reactants needed to synthesize it. The reactants are: CO[C:3](=[O:25])[C:4]1[CH:9]=[CH:8][C:7]([I:10])=[CH:6][C:5]=1[NH:11][S:12]([C:15]1[C:16]2[N:17]=[CH:18][CH:19]=[N:20][C:21]=2[CH:22]=[CH:23][CH:24]=1)(=[O:14])=[O:13].[NH2:26][C:27]1C=[C:35](I)[CH:34]=[CH:33][C:28]=1C(OC)=O.N1C2C=CC=C(S(Cl)(=O)=O)C=2N=CC=1.N1C=CC=CC=1. (4) Given the product [CH:5]1([CH2:12][C:13]([Cl:3])=[O:15])[CH2:11][CH2:10][CH2:9][CH2:8][CH2:7][CH2:6]1, predict the reactants needed to synthesize it. The reactants are: S(Cl)([Cl:3])=O.[CH:5]1([CH2:12][C:13]([OH:15])=O)[CH2:11][CH2:10][CH2:9][CH2:8][CH2:7][CH2:6]1. (5) Given the product [CH2:1]([O:8][C:9]1[CH:10]=[C:11]([C:15]2[N:20]=[C:19]([N:21]3[CH2:22][CH2:23][O:24][CH2:25][C:26]3=[O:28])[C:18]([N+:29]([O-:31])=[O:30])=[C:17]([CH3:32])[N:16]=2)[CH:12]=[CH:13][CH:14]=1)[C:2]1[CH:3]=[CH:4][CH:5]=[CH:6][CH:7]=1, predict the reactants needed to synthesize it. The reactants are: [CH2:1]([O:8][C:9]1[CH:10]=[C:11]([C:15]2[N:20]=[C:19]([NH:21][CH2:22][CH2:23][O:24][CH2:25][C:26]([OH:28])=O)[C:18]([N+:29]([O-:31])=[O:30])=[C:17]([CH3:32])[N:16]=2)[CH:12]=[CH:13][CH:14]=1)[C:2]1[CH:7]=[CH:6][CH:5]=[CH:4][CH:3]=1.N1C=CC=CC=1. (6) Given the product [NH:8]1[C:9]2[C:14](=[CH:13][CH:12]=[CH:11][CH:10]=2)[C:6]([CH2:5][C@H:4]([NH:15][C:16]([C@@H:18]2[CH2:22][C@H:21]([SH:23])[CH2:20][N:19]2[S:24]([C:27]2[CH:36]=[CH:35][C:34]3[C:29](=[CH:30][CH:31]=[CH:32][CH:33]=3)[CH:28]=2)(=[O:26])=[O:25])=[O:17])[C:3]([OH:37])=[O:2])=[CH:7]1, predict the reactants needed to synthesize it. The reactants are: C[O:2][C:3](=[O:37])[C@@H:4]([NH:15][C:16]([C@@H:18]1[CH2:22][C@H:21]([SH:23])[CH2:20][N:19]1[S:24]([C:27]1[CH:36]=[CH:35][C:34]2[C:29](=[CH:30][CH:31]=[CH:32][CH:33]=2)[CH:28]=1)(=[O:26])=[O:25])=[O:17])[CH2:5][C:6]1[C:14]2[C:9](=[CH:10][CH:11]=[CH:12][CH:13]=2)[NH:8][CH:7]=1.[Li+].[OH-].C(S)[C@@H](O)[C@H](O)CS.